This data is from Catalyst prediction with 721,799 reactions and 888 catalyst types from USPTO. The task is: Predict which catalyst facilitates the given reaction. (1) Reactant: C(=O)([O-])[O-].[Cs+].[Cs+].[N+]([C:10]1[CH:11]=[C:12]([C:18]#[N:19])[C:13](=[CH:16][CH:17]=1)[C:14]#[N:15])([O-])=O.[CH:20]([C:23]1[CH:28]=[CH:27][CH:26]=[C:25]([CH:29]([CH3:31])[CH3:30])[C:24]=1[OH:32])([CH3:22])[CH3:21]. The catalyst class is: 60. Product: [CH:29]([C:25]1[CH:26]=[CH:27][CH:28]=[C:23]([CH:20]([CH3:22])[CH3:21])[C:24]=1[O:32][C:10]1[CH:11]=[C:12]([C:18]#[N:19])[C:13](=[CH:16][CH:17]=1)[C:14]#[N:15])([CH3:31])[CH3:30]. (2) Product: [CH2:1]([O:8][C:9]1[CH:10]=[C:11]2[C:16](=[CH:17][CH:18]=1)[CH:15]=[C:14]([C:19]([NH:21][C@@H:22]([C:30]([OH:32])=[O:31])[CH2:23][C:24]1[CH:29]=[CH:28][CH:27]=[CH:26][CH:25]=1)=[O:20])[CH:13]=[CH:12]2)[C:2]1[CH:3]=[CH:4][CH:5]=[CH:6][CH:7]=1. Reactant: [CH2:1]([O:8][C:9]1[CH:10]=[C:11]2[C:16](=[CH:17][CH:18]=1)[CH:15]=[C:14]([C:19]([NH:21][C@@H:22]([C:30]([O:32]C(C)(C)C)=[O:31])[CH2:23][C:24]1[CH:29]=[CH:28][CH:27]=[CH:26][CH:25]=1)=[O:20])[CH:13]=[CH:12]2)[C:2]1[CH:7]=[CH:6][CH:5]=[CH:4][CH:3]=1. The catalyst class is: 89. (3) Reactant: [CH3:1][C@H:2]1[NH:7][C@@H:6]([CH3:8])[CH2:5][N:4]([C:9]([O:11][C:12]([CH3:15])([CH3:14])[CH3:13])=[O:10])[CH2:3]1.Br[CH2:17][CH2:18][NH:19][C:20](=[O:29])[O:21][CH2:22][C:23]1[CH:28]=[CH:27][CH:26]=[CH:25][CH:24]=1.C([O-])([O-])=O.[K+].[K+].[Na+].[I-]. Product: [CH2:22]([O:21][C:20]([NH:19][CH2:18][CH2:17][N:7]1[C@@H:2]([CH3:1])[CH2:3][N:4]([C:9]([O:11][C:12]([CH3:13])([CH3:15])[CH3:14])=[O:10])[CH2:5][C@H:6]1[CH3:8])=[O:29])[C:23]1[CH:28]=[CH:27][CH:26]=[CH:25][CH:24]=1. The catalyst class is: 18. (4) Reactant: [NH2:1][C:2]1[C:3]([F:21])=[CH:4][C:5]([O:15][CH2:16][C:17]([OH:20])([CH3:19])[CH3:18])=[C:6]([N:8]2[C:12](=[O:13])[N:11]([CH3:14])[N:10]=[N:9]2)[CH:7]=1.Cl[C:23]1[N:28]=[C:27]([NH:29][C@@H:30]2[CH2:38][C@H:37]3[N:33]([CH2:34][CH2:35][CH2:36]3)[C:32]([CH3:40])([CH3:39])[CH2:31]2)[C:26]([C:41]#[N:42])=[CH:25][N:24]=1.C1(S(O)(=O)=O)C=CC=CC=1. Product: [CH3:39][C:32]1([CH3:40])[CH2:31][C@H:30]([NH:29][C:27]2[C:26]([C:41]#[N:42])=[CH:25][N:24]=[C:23]([NH:1][C:2]3[CH:7]=[C:6]([N:8]4[C:12](=[O:13])[N:11]([CH3:14])[N:10]=[N:9]4)[C:5]([O:15][CH2:16][C:17]([OH:20])([CH3:19])[CH3:18])=[CH:4][C:3]=3[F:21])[N:28]=2)[CH2:38][C@H:37]2[N:33]1[CH2:34][CH2:35][CH2:36]2. The catalyst class is: 41. (5) Product: [F:1][C:2]1[CH:7]=[C:6]([N+:8]([O-:10])=[O:9])[CH:5]=[CH:4][C:3]=1[CH2:11][CH2:12][OH:13]. Reactant: [F:1][C:2]1[CH:7]=[C:6]([N+:8]([O-:10])=[O:9])[CH:5]=[CH:4][C:3]=1[CH2:11][C:12](OC)=[O:13].[BH4-].[Na+]. The catalyst class is: 5.